From a dataset of Forward reaction prediction with 1.9M reactions from USPTO patents (1976-2016). Predict the product of the given reaction. (1) Given the reactants C(OC(=O)[N:7]([C:14]1[N:19]=[CH:18][C:17]([CH2:20][N:21]2[C:25]3=[N:26][C:27]([CH3:31])=[CH:28][C:29]([CH3:30])=[C:24]3[N:23]=[C:22]2[CH2:32][CH3:33])=[CH:16][N:15]=1)[C:8]1[CH:13]=[CH:12][CH:11]=[CH:10][CH:9]=1)(C)(C)C.O1CCOCC1.[ClH:41], predict the reaction product. The product is: [ClH:41].[CH2:32]([C:22]1[N:21]([CH2:20][C:17]2[CH:18]=[N:19][C:14]([NH:7][C:8]3[CH:13]=[CH:12][CH:11]=[CH:10][CH:9]=3)=[N:15][CH:16]=2)[C:25]2=[N:26][C:27]([CH3:31])=[CH:28][C:29]([CH3:30])=[C:24]2[N:23]=1)[CH3:33]. (2) Given the reactants C([NH:4][C@@H](CS)C(O)=O)(=O)C.[C:11]([C:13]1([NH:24][S:25]([C:27]([CH3:30])([CH3:29])[CH3:28])=[O:26])[CH2:16][N:15]([C:17]([O:19][C:20]([CH3:23])([CH3:22])[CH3:21])=[O:18])[CH2:14]1)#[N:12].C([O-])(=O)C.[NH4+], predict the reaction product. The product is: [C:11]([C:13]1([NH:24][S:25]([C:27]([CH3:30])([CH3:29])[CH3:28])=[O:26])[CH2:16][N:15]([C:17]([O:19][C:20]([CH3:22])([CH3:23])[CH3:21])=[O:18])[CH2:14]1)(=[NH:4])[NH2:12]. (3) Given the reactants [NH2:1][C:2]1[CH:7]=[CH:6][C:5]([OH:8])=[CH:4][C:3]=1[Cl:9].N1C=CC=CC=1.Cl[C:17]([O:19][C:20]1[CH:25]=[CH:24][CH:23]=[CH:22][CH:21]=1)=[O:18].Cl, predict the reaction product. The product is: [Cl:9][C:3]1[CH:4]=[C:5]([OH:8])[CH:6]=[CH:7][C:2]=1[NH:1][C:17](=[O:18])[O:19][C:20]1[CH:25]=[CH:24][CH:23]=[CH:22][CH:21]=1. (4) The product is: [C:1]([C:5]1[CH:10]=[CH:9][C:8]([C:11]2[CH:12]=[CH:13][CH:14]=[C:15]3[C:19]=2[CH:18]=[C:17]([CH2:21][CH:22]2[CH2:23][CH2:24][CH2:25][CH2:26][CH2:27]2)[CH2:16]3)=[CH:7][CH:6]=1)([CH3:4])([CH3:2])[CH3:3]. Given the reactants [C:1]([C:5]1[CH:10]=[CH:9][C:8]([C:11]2[CH:12]=[CH:13][CH:14]=[C:15]3[C:19]=2[C:18](=O)[CH:17]([CH2:21][CH:22]2[CH2:27][CH2:26][CH2:25][CH2:24][CH2:23]2)[CH2:16]3)=[CH:7][CH:6]=1)([CH3:4])([CH3:3])[CH3:2].[BH4-].[Na+].CO.S(=O)(=O)(O)O, predict the reaction product. (5) Given the reactants [O:1]=[C:2]1[CH2:7][CH2:6][CH:5]([C:8]([O:10][CH2:11][CH3:12])=[O:9])[CH2:4][CH2:3]1.[Br:13]Br, predict the reaction product. The product is: [Br:13][CH:3]1[C:2](=[O:1])[CH2:7][CH2:6][CH:5]([C:8]([O:10][CH2:11][CH3:12])=[O:9])[CH2:4]1. (6) Given the reactants [Br:1][C:2]1[CH:3]=[C:4]2[C:9](=[C:10]([F:12])[CH:11]=1)[N:8]=[C:7]([C:13]1[CH:14]=[N:15][CH:16]=[CH:17][CH:18]=1)[N:6]=[C:5]2O.P(Cl)(Cl)([Cl:22])=O, predict the reaction product. The product is: [Br:1][C:2]1[CH:3]=[C:4]2[C:9](=[C:10]([F:12])[CH:11]=1)[N:8]=[C:7]([C:13]1[CH:14]=[N:15][CH:16]=[CH:17][CH:18]=1)[N:6]=[C:5]2[Cl:22].